From a dataset of Catalyst prediction with 721,799 reactions and 888 catalyst types from USPTO. Predict which catalyst facilitates the given reaction. (1) Reactant: [N:1]1([CH2:6][CH2:7][C:8]#[C:9][C:10]2[CH:11]=[N:12][C:13]([O:16][CH2:17][C:18]3[N:19]=[C:20]([CH:23]=[CH:24][C:25]4[CH:30]=[CH:29][C:28]([C:31]([F:34])([F:33])[F:32])=[CH:27][CH:26]=4)[O:21][CH:22]=3)=[N:14][CH:15]=2)[CH:5]=[CH:4][N:3]=[N:2]1. Product: [N:1]1([CH2:6][CH2:7][CH2:8][CH2:9][C:10]2[CH:11]=[N:12][C:13]([O:16][CH2:17][C:18]3[N:19]=[C:20]([CH:23]=[CH:24][C:25]4[CH:26]=[CH:27][C:28]([C:31]([F:34])([F:32])[F:33])=[CH:29][CH:30]=4)[O:21][CH:22]=3)=[N:14][CH:15]=2)[CH:5]=[CH:4][N:3]=[N:2]1. The catalyst class is: 78. (2) The catalyst class is: 1. Product: [CH:1]1[C:10]2[C:5](=[CH:6][CH:7]=[CH:8][CH:9]=2)[CH:4]=[CH:3][C:2]=1[CH2:11][N:12]1[C:18](=[O:19])[CH:17]([NH:20][C:21](=[O:40])[C@H:22]([O:23][CH3:24])[C@H:25]([OH:26])[C@@H:30]([OH:31])[C@H:29]([OH:28])/[CH:32]=[CH:33]/[C:34]([CH3:37])([CH3:35])[CH3:36])[CH2:16][S:15][CH2:14][CH2:13]1. Reactant: [CH:1]1[C:10]2[C:5](=[CH:6][CH:7]=[CH:8][CH:9]=2)[CH:4]=[CH:3][C:2]=1[CH2:11][N:12]1[C:18](=[O:19])[CH:17]([NH:20][C:21](=[O:40])[C@@H:22]([C@H:25]2[C@@H:30]([OH:31])[C@@H:29](/[CH:32]=[CH:33]/[C:34]([CH3:37])([CH3:36])[CH3:35])[O:28]C(C)(C)[O:26]2)[O:23][CH3:24])[CH2:16][S:15][CH2:14][CH2:13]1.Cl.[OH-].[Na+]. (3) Reactant: [Cl:1][C:2]1[N:7]=[C:6]([C:8]2[CH:9]=[N:10][CH:11]=[C:12]([Cl:14])[CH:13]=2)[C:5]2[N:15]([CH2:27][C@H:28]3[CH2:33][CH2:32][C@H:31]([CH3:34])[CH2:30][CH2:29]3)[C:16]([C:18]([C:20]3[C:25]([F:26])=[CH:24][CH:23]=[CH:22][N:21]=3)=[O:19])=[N:17][C:4]=2[CH:3]=1.[CH3:35][Mg]Br. Product: [Cl:1][C:2]1[N:7]=[C:6]([C:8]2[CH:9]=[N:10][CH:11]=[C:12]([Cl:14])[CH:13]=2)[C:5]2[N:15]([CH2:27][C@H:28]3[CH2:33][CH2:32][C@H:31]([CH3:34])[CH2:30][CH2:29]3)[C:16]([C:18]([C:20]3[C:25]([F:26])=[CH:24][CH:23]=[CH:22][N:21]=3)([OH:19])[CH3:35])=[N:17][C:4]=2[CH:3]=1. The catalyst class is: 1. (4) Reactant: Cl[C:2]1[CH:11]=[CH:10][N:9]=[C:8]2[C:3]=1[C:4]1[CH:16]=[CH:15][CH:14]=[CH:13][C:5]=1[C:6](=[O:12])[NH:7]2.[NH2:17][C:18]1[CH:19]=NC=[CH:22][CH:23]=1.[CH:24]1(P([CH:24]2[CH2:29]CC[CH2:26][CH2:25]2)C2C=CC=CC=2C2C(C(C)C)=CC(C(C)C)=CC=2C(C)C)[CH2:29]CC[CH2:26][CH2:25]1.CC(C)([O-])C.[Na+].O1[CH2:69][CH2:68][O:67][CH2:66][CH2:65]1. Product: [O:67]([C:68]1[CH:69]=[CH:19][C:18]([NH:17][C:2]2[CH:11]=[CH:10][N:9]=[C:8]3[C:3]=2[C:4]2[CH:16]=[CH:15][CH:14]=[CH:13][C:5]=2[C:6](=[O:12])[NH:7]3)=[CH:23][CH:22]=1)[C:66]1[CH:26]=[CH:25][CH:24]=[CH:29][CH:65]=1. The catalyst class is: 167. (5) Reactant: C(=O)=O.C[O:5][C:6]([C:8]1[C:9]([CH2:25][CH2:26][O:27][CH3:28])=[N:10][C:11]([C:15]2[CH:20]=[CH:19][C:18]([C:21]([F:24])([F:23])[F:22])=[CH:17][CH:16]=2)=[N:12][C:13]=1[CH3:14])=O.CC(C[AlH]CC(C)C)C. Product: [CH3:28][O:27][CH2:26][CH2:25][C:9]1[C:8]([CH2:6][OH:5])=[C:13]([CH3:14])[N:12]=[C:11]([C:15]2[CH:20]=[CH:19][C:18]([C:21]([F:24])([F:23])[F:22])=[CH:17][CH:16]=2)[N:10]=1. The catalyst class is: 7. (6) Reactant: [CH3:1][S:2]([C:5]1[CH:10]=[CH:9][C:8]([C:11]2[C:12]([O:22][C:23]3[CH:28]=[CH:27][C:26]([O:29][CH2:30][CH2:31][N:32]4[CH2:37][CH2:36][CH2:35][CH2:34][CH2:33]4)=[CH:25][CH:24]=3)=[C:13]3[C:18](=[CH:19][CH:20]=2)[CH:17]=[C:16]([OH:21])[CH:15]=[CH:14]3)=[CH:7][CH:6]=1)(=[O:4])=[O:3].C(N(CC)CC)C.[CH3:45][N:46]=[C:47]=[O:48].C(=O)(O)[O-].[Na+]. Product: [CH3:1][S:2]([C:5]1[CH:6]=[CH:7][C:8]([C:11]2[C:12]([O:22][C:23]3[CH:28]=[CH:27][C:26]([O:29][CH2:30][CH2:31][N:32]4[CH2:37][CH2:36][CH2:35][CH2:34][CH2:33]4)=[CH:25][CH:24]=3)=[C:13]3[C:18](=[CH:19][CH:20]=2)[CH:17]=[C:16]([O:21][C:47](=[O:48])[NH:46][CH3:45])[CH:15]=[CH:14]3)=[CH:9][CH:10]=1)(=[O:4])=[O:3]. The catalyst class is: 4. (7) Reactant: [Cl:1][C:2]1[C:7]([C:8]2[CH:13]=[CH:12][CH:11]=[CH:10][CH:9]=2)=[N:6][N:5]=[C:4]2[N:14]([CH2:23][C:24]([OH:26])=O)[N:15]=[C:16]([C:17]3[CH:22]=[CH:21][CH:20]=[CH:19][CH:18]=3)[C:3]=12.[NH:27]1[CH2:32][CH2:31][O:30][CH2:29][CH2:28]1.Cl.CN(C)CCCN=C=NCC. Product: [Cl:1][C:2]1[C:7]([C:8]2[CH:9]=[CH:10][CH:11]=[CH:12][CH:13]=2)=[N:6][N:5]=[C:4]2[N:14]([CH2:23][C:24]([N:27]3[CH2:32][CH2:31][O:30][CH2:29][CH2:28]3)=[O:26])[N:15]=[C:16]([C:17]3[CH:18]=[CH:19][CH:20]=[CH:21][CH:22]=3)[C:3]=12. The catalyst class is: 31.